Dataset: Full USPTO retrosynthesis dataset with 1.9M reactions from patents (1976-2016). Task: Predict the reactants needed to synthesize the given product. (1) The reactants are: [Br:1][C:2]1[C:7]([CH3:8])=[CH:6][C:5]([OH:9])=[C:4]([C:10]([CH3:13])([CH3:12])[CH3:11])[CH:3]=1.[CH2:14]([O:16]CC)C. Given the product [Br:1][C:2]1[C:7]([CH3:8])=[C:6]([C:5]([OH:9])=[C:4]([C:10]([CH3:13])([CH3:12])[CH3:11])[CH:3]=1)[CH:14]=[O:16], predict the reactants needed to synthesize it. (2) Given the product [NH2:35][C:8]1[N:9]=[C:10]([C:25]2[CH:30]=[CH:29][CH:28]=[CH:27][CH:26]=2)[C:11]([C:15]2[CH:16]=[CH:17][C:18](=[O:24])[N:19]([CH:21]([CH3:23])[CH3:22])[N:20]=2)=[N:12][C:13]=1[CH3:14], predict the reactants needed to synthesize it. The reactants are: C(=O)([O-])[O-].[K+].[K+].O[C:8]1[N:9]=[C:10]([C:25]2[CH:30]=[CH:29][CH:28]=[CH:27][CH:26]=2)[C:11]([C:15]2[CH:16]=[CH:17][C:18](=[O:24])[N:19]([CH:21]([CH3:23])[CH3:22])[N:20]=2)=[N:12][C:13]=1[CH3:14].ICC([NH2:35])=O.O.